Dataset: Forward reaction prediction with 1.9M reactions from USPTO patents (1976-2016). Task: Predict the product of the given reaction. (1) Given the reactants Cl[C:2]1[CH:13]=[CH:12][C:5]([C:6]([O:8][CH:9]([CH3:11])[CH3:10])=[O:7])=[CH:4][C:3]=1[N+:14]([O-:16])=[O:15].[N:17]1([C:23]2[CH:24]=[C:25]([CH:27]=[CH:28][CH:29]=2)[NH2:26])[CH2:22][CH2:21][CH2:20][CH2:19][CH2:18]1.C(N(CC)CC)C, predict the reaction product. The product is: [N+:14]([C:3]1[CH:4]=[C:5]([CH:12]=[CH:13][C:2]=1[NH:26][C:25]1[CH:27]=[CH:28][CH:29]=[C:23]([N:17]2[CH2:22][CH2:21][CH2:20][CH2:19][CH2:18]2)[CH:24]=1)[C:6]([O:8][CH:9]([CH3:11])[CH3:10])=[O:7])([O-:16])=[O:15]. (2) Given the reactants [C:1]([C:5]1[CH:6]=[C:7]([C:20]([OH:22])=O)[N:8]([CH2:10][C:11]2[C:16]([CH3:17])=[CH:15][C:14]([CH3:18])=[CH:13][C:12]=2[CH3:19])[N:9]=1)([CH3:4])([CH3:3])[CH3:2].[C:23]([C:25]1[CH:30]=[CH:29][CH:28]=[CH:27][C:26]=1[S:31]([NH2:34])(=[O:33])=[O:32])#[N:24].CN(C(ON1N=NC2C=CC=NC1=2)=[N+](C)C)C.F[P-](F)(F)(F)(F)F.CCN(C(C)C)C(C)C, predict the reaction product. The product is: [C:1]([C:5]1[CH:6]=[C:7]([C:20]([NH:34][S:31]([C:26]2[CH:27]=[CH:28][CH:29]=[CH:30][C:25]=2[C:23]#[N:24])(=[O:32])=[O:33])=[O:22])[N:8]([CH2:10][C:11]2[C:16]([CH3:17])=[CH:15][C:14]([CH3:18])=[CH:13][C:12]=2[CH3:19])[N:9]=1)([CH3:4])([CH3:3])[CH3:2]. (3) Given the reactants [C:1]([C:4]1[CH:13]=[C:8]([C:9]([O:11][CH3:12])=[O:10])[C:7]([OH:14])=[CH:6][CH:5]=1)(=[O:3])[CH3:2].C(=O)([O-])[O-].[K+].[K+].CN(C)C=O.[Br:26][CH2:27][CH2:28][CH2:29]Br, predict the reaction product. The product is: [CH3:12][O:11][C:9](=[O:10])[C:8]1[CH:13]=[C:4]([C:1](=[O:3])[CH3:2])[CH:5]=[CH:6][C:7]=1[O:14][CH2:29][CH2:28][CH2:27][Br:26]. (4) Given the reactants Cl[C:2]1[CH:3]=[CH:4][C:5]2[C:14]3[CH:13]=[C:12]4[CH2:15][CH2:16][CH2:17][C:18](=[O:19])[C:11]4=[CH:10][C:9]=3[O:8][CH2:7][C:6]=2[CH:20]=1.[CH:21]1(P(C2CCCCC2)C2C=CC=CC=2C2C(OC)=CC=CC=2OC)CCCC[CH2:22]1.[OH-].[K+].C([B-](F)(F)F)=C.[K+].C(N[C@H](C(O)=O)CS)(=O)C, predict the reaction product. The product is: [CH:21]([C:2]1[CH:3]=[CH:4][C:5]2[C:14]3[CH:13]=[C:12]4[CH2:15][CH2:16][CH2:17][C:18](=[O:19])[C:11]4=[CH:10][C:9]=3[O:8][CH2:7][C:6]=2[CH:20]=1)=[CH2:22]. (5) Given the reactants [CH3:1][O:2][C:3]1[CH:22]=[CH:21][C:6]([CH2:7][C@@H:8]2[C:12]3=[N:13][C:14]4[CH:19]=[CH:18][CH:17]=[CH:16][C:15]=4[N:11]3[C:10](=[O:20])[NH:9]2)=[CH:5][CH:4]=1.[F:23][CH:24]([F:35])[O:25][C:26]1[CH:31]=[CH:30][C:29]([CH:32]([NH2:34])[CH3:33])=[CH:28][CH:27]=1.C(O)(C(F)(F)F)=O, predict the reaction product. The product is: [NH:11]1[C:15]2[CH:16]=[CH:17][CH:18]=[CH:19][C:14]=2[N:13]=[C:12]1[C@H:8]([NH:9][C:10]([NH:34][CH:32]([C:29]1[CH:28]=[CH:27][C:26]([O:25][CH:24]([F:23])[F:35])=[CH:31][CH:30]=1)[CH3:33])=[O:20])[CH2:7][C:6]1[CH:5]=[CH:4][C:3]([O:2][CH3:1])=[CH:22][CH:21]=1.